Dataset: Catalyst prediction with 721,799 reactions and 888 catalyst types from USPTO. Task: Predict which catalyst facilitates the given reaction. (1) Reactant: [C:1]([C:4]1[CH:9]=[CH:8][C:7]([S:10](Cl)(=[O:12])=[O:11])=[CH:6][CH:5]=1)(=[O:3])[CH3:2].[NH:14]1[CH2:19][CH2:18][CH2:17][CH2:16][CH2:15]1.C(N(CC)CC)C. Product: [N:14]1([S:10]([C:7]2[CH:8]=[CH:9][C:4]([C:1](=[O:3])[CH3:2])=[CH:5][CH:6]=2)(=[O:12])=[O:11])[CH2:19][CH2:18][CH2:17][CH2:16][CH2:15]1. The catalyst class is: 334. (2) Reactant: [CH2:1]([O:8][C:9]1[CH:14]=[CH:13][C:12]([NH2:15])=[CH:11][C:10]=1[C:16]1[N:17]([CH3:22])[N:18]=[CH:19][C:20]=1[Br:21])[C:2]1[CH:7]=[CH:6][CH:5]=[CH:4][CH:3]=1.[F:23][C:24]1[CH:29]=[CH:28][C:27]([N:30]=[C:31]=[O:32])=[CH:26][CH:25]=1. Product: [CH2:1]([O:8][C:9]1[CH:14]=[CH:13][C:12]([NH:15][C:31]([NH:30][C:27]2[CH:28]=[CH:29][C:24]([F:23])=[CH:25][CH:26]=2)=[O:32])=[CH:11][C:10]=1[C:16]1[N:17]([CH3:22])[N:18]=[CH:19][C:20]=1[Br:21])[C:2]1[CH:3]=[CH:4][CH:5]=[CH:6][CH:7]=1. The catalyst class is: 2. (3) Reactant: [CH3:1][C:2]1[C:3]([C:21]([O:23][CH2:24][CH3:25])=[O:22])=[C:4]2[CH:9]=[CH:8][CH:7]=[N:6][N:5]2[C:10]=1[C:11]([C:13]1[C:14](=[O:20])[N:15]([CH3:19])[CH:16]=[CH:17][CH:18]=1)=[CH2:12]. Product: [CH3:1][C:2]1[C:3]([C:21]([O:23][CH2:24][CH3:25])=[O:22])=[C:4]2[CH:9]=[CH:8][CH:7]=[N:6][N:5]2[C:10]=1[CH:11]([C:13]1[C:14](=[O:20])[N:15]([CH3:19])[CH:16]=[CH:17][CH:18]=1)[CH3:12]. The catalyst class is: 19.